From a dataset of Full USPTO retrosynthesis dataset with 1.9M reactions from patents (1976-2016). Predict the reactants needed to synthesize the given product. Given the product [CH2:1]([C:3]1([C:7]([OH:11])=[O:8])[CH2:6][O:5][CH2:4]1)[CH3:2], predict the reactants needed to synthesize it. The reactants are: [CH2:1]([C:3]1([CH2:7][OH:8])[CH2:6][O:5][CH2:4]1)[CH3:2].C(OC1C(OC(=O)C)=C(I)C=CC=1)(=[O:11])C.CC1(C)N([O])C(C)(C)CCC1.[OH-].[Na+].